From a dataset of Forward reaction prediction with 1.9M reactions from USPTO patents (1976-2016). Predict the product of the given reaction. Given the reactants [Br:1][C:2]1[C:7]([CH3:8])=[CH:6][C:5]([OH:9])=[CH:4][C:3]=1[CH3:10].[OH-].[K+].Br[CH2:14][CH2:15][CH2:16][O:17][CH:18]1[CH2:23][CH2:22][CH2:21][CH2:20][O:19]1.O, predict the reaction product. The product is: [Br:1][C:2]1[C:7]([CH3:8])=[CH:6][C:5]([O:9][CH2:14][CH2:15][CH2:16][O:17][CH:18]2[CH2:23][CH2:22][CH2:21][CH2:20][O:19]2)=[CH:4][C:3]=1[CH3:10].